This data is from Forward reaction prediction with 1.9M reactions from USPTO patents (1976-2016). The task is: Predict the product of the given reaction. (1) The product is: [CH3:1][N:2]1[CH2:19][CH:18]2[CH:4]([C:5]3[CH:6]=[CH:7][CH:8]=[CH:9][C:10]=3[O:11][C:12]3[CH:13]=[CH:14][C:15]([Cl:20])=[CH:16][C:17]=32)[CH2:3]1.[C:27]([O-:39])(=[O:38])[CH2:28][C:29]([CH2:34][C:35]([O-:37])=[O:36])([C:31]([O-:33])=[O:32])[OH:30]. Given the reactants [CH3:1][N:2]1[CH2:19][CH:18]2[CH:4]([C:5]3[CH:6]=[CH:7][CH:8]=[CH:9][C:10]=3[O:11][C:12]3[CH:13]=[CH:14][C:15]([Cl:20])=[CH:16][C:17]=32)[CH2:3]1.C(OCC)(=O)C.[C:27]([OH:39])(=[O:38])[CH2:28][C:29]([CH2:34][C:35]([OH:37])=[O:36])([C:31]([OH:33])=[O:32])[OH:30], predict the reaction product. (2) Given the reactants [CH3:1][O:2][C:3](=[O:30])[CH2:4][C:5]1[CH:6]=[C:7]([C:13]2[CH:18]=[CH:17][C:16]([C:19]([F:22])([F:21])[F:20])=[CH:15][C:14]=2[CH2:23][NH:24][CH2:25][C:26]([CH3:29])([CH3:28])[CH3:27])[C:8]([O:11][CH3:12])=[CH:9][CH:10]=1.[C:31](Cl)(=[O:33])[CH3:32], predict the reaction product. The product is: [CH3:1][O:2][C:3](=[O:30])[CH2:4][C:5]1[CH:6]=[C:7]([C:13]2[CH:18]=[CH:17][C:16]([C:19]([F:21])([F:20])[F:22])=[CH:15][C:14]=2[CH2:23][N:24]([C:31](=[O:33])[CH3:32])[CH2:25][C:26]([CH3:27])([CH3:29])[CH3:28])[C:8]([O:11][CH3:12])=[CH:9][CH:10]=1.